This data is from Forward reaction prediction with 1.9M reactions from USPTO patents (1976-2016). The task is: Predict the product of the given reaction. (1) Given the reactants [Cl:1][C:2]1[CH:3]=[C:4]([C:8]2[O:16][C:15]3[CH:14]=[CH:13][N:12]([C:17]4[CH:18]=[C:19]5[C:23](=[CH:24][CH:25]=4)[N:22]([CH2:26][CH2:27][N:28]4[CH2:32][CH2:31][CH2:30][CH2:29]4)[N:21]=[CH:20]5)[C:11](=[O:33])[C:10]=3[CH:9]=2)[CH:5]=[CH:6][CH:7]=1.Cl.C(OCC)C, predict the reaction product. The product is: [ClH:1].[Cl:1][C:2]1[CH:3]=[C:4]([C:8]2[O:16][C:15]3[CH:14]=[CH:13][N:12]([C:17]4[CH:18]=[C:19]5[C:23](=[CH:24][CH:25]=4)[N:22]([CH2:26][CH2:27][N:28]4[CH2:29][CH2:30][CH2:31][CH2:32]4)[N:21]=[CH:20]5)[C:11](=[O:33])[C:10]=3[CH:9]=2)[CH:5]=[CH:6][CH:7]=1. (2) Given the reactants [Cl:1][C:2]1[CH:3]=[C:4]2[C:8](=[CH:9][CH:10]=1)[NH:7][C:6](=[O:11])[CH2:5]2.[NH:12]1[C:20]2[C:15](=[CH:16][CH:17]=[CH:18][CH:19]=2)[CH:14]=[C:13]1[CH:21]=O.N1CCCCC1, predict the reaction product. The product is: [Cl:1][C:2]1[CH:3]=[C:4]2[C:8](=[CH:9][CH:10]=1)[NH:7][C:6](=[O:11])[C:5]2=[CH:21][C:13]1[NH:12][C:20]2[C:15]([CH:14]=1)=[CH:16][CH:17]=[CH:18][CH:19]=2. (3) Given the reactants [OH:1][CH:2]([CH2:22][CH2:23][CH2:24][CH2:25][CH2:26][CH2:27][CH2:28]/[CH:29]=[CH:30]\[CH2:31]/[CH:32]=[CH:33]\[CH2:34][CH2:35][CH2:36][CH2:37][CH3:38])[C:3](=[O:21])[CH2:4][CH2:5][CH2:6][CH2:7][CH2:8][CH2:9][CH2:10]/[CH:11]=[CH:12]\[CH2:13]/[CH:14]=[CH:15]\[CH2:16][CH2:17][CH2:18][CH2:19][CH3:20].Cl.[CH3:40][N:41]([CH3:47])[CH2:42][CH2:43][C:44](O)=[O:45].CCN=C=NCCCN(C)C.CCN(C(C)C)C(C)C, predict the reaction product. The product is: [CH3:40][N:41]([CH3:47])[CH2:42][CH2:43][C:44]([O:21][CH:3]([C:2](=[O:1])[CH2:22][CH2:23][CH2:24][CH2:25][CH2:26][CH2:27][CH2:28]/[CH:29]=[CH:30]\[CH2:31]/[CH:32]=[CH:33]\[CH2:34][CH2:35][CH2:36][CH2:37][CH3:38])[CH2:4][CH2:5][CH2:6][CH2:7][CH2:8][CH2:9][CH2:10]/[CH:11]=[CH:12]\[CH2:13]/[CH:14]=[CH:15]\[CH2:16][CH2:17][CH2:18][CH2:19][CH3:20])=[O:45].